Dataset: Full USPTO retrosynthesis dataset with 1.9M reactions from patents (1976-2016). Task: Predict the reactants needed to synthesize the given product. (1) The reactants are: Br[C:2]1[CH:11]=[C:10]2[C:5]([CH2:6][CH2:7][CH2:8][CH:9]2[O:12][C:13]2[CH:18]=[CH:17][CH:16]=[CH:15][C:14]=2[CH2:19][C:20]([O:22]C)=[O:21])=[CH:4][CH:3]=1.Cl.[NH2:25][CH2:26][C:27]1[CH:28]=[C:29](B(O)O)[CH:30]=[CH:31][CH:32]=1. Given the product [NH2:25][CH2:26][C:27]1[CH:32]=[C:31]([C:2]2[CH:11]=[C:10]3[C:5]([CH2:6][CH2:7][CH2:8][CH:9]3[O:12][C:13]3[CH:18]=[CH:17][CH:16]=[CH:15][C:14]=3[CH2:19][C:20]([OH:22])=[O:21])=[CH:4][CH:3]=2)[CH:30]=[CH:29][CH:28]=1, predict the reactants needed to synthesize it. (2) Given the product [NH2:17][C:14]1[CH:15]=[CH:16][C:11]([C:8]2[C:7]3[C:2]([NH2:1])=[N:3][CH:4]=[C:5]([I:27])[C:6]=3[O:10][CH:9]=2)=[CH:12][C:13]=1[O:25][CH3:26], predict the reactants needed to synthesize it. The reactants are: [NH2:1][C:2]1[C:7]2[C:8]([C:11]3[CH:16]=[CH:15][C:14]([NH:17]C(=O)OC(C)(C)C)=[C:13]([O:25][CH3:26])[CH:12]=3)=[CH:9][O:10][C:6]=2[C:5]([I:27])=[CH:4][N:3]=1.FC(F)(F)C(O)=O. (3) Given the product [OH:16][C:2]1[N:3]([CH3:15])[C:4](=[O:14])[CH:5]=[C:6]([C:8]2[CH:13]=[CH:12][N:11]=[CH:10][N:9]=2)[N:7]=1, predict the reactants needed to synthesize it. The reactants are: Cl[C:2]1[N:3]([CH3:15])[C:4](=[O:14])[CH:5]=[C:6]([C:8]2[CH:13]=[CH:12][N:11]=[CH:10][N:9]=2)[N:7]=1.[OH-:16].[Na+].Cl. (4) Given the product [Cl:26][C:23]1[CH:24]=[CH:25][C:19]2[S:18][C:17]([N:4]3[CH2:5][CH2:6][CH2:7][N:1]([C:8]([CH:10]4[CH2:15][CH2:14][O:13][CH2:12][CH2:11]4)=[O:9])[CH2:2][CH2:3]3)=[N:21][C:20]=2[CH:22]=1, predict the reactants needed to synthesize it. The reactants are: [N:1]1([C:8]([CH:10]2[CH2:15][CH2:14][O:13][CH2:12][CH2:11]2)=[O:9])[CH2:7][CH2:6][CH2:5][NH:4][CH2:3][CH2:2]1.Cl[C:17]1[S:18][C:19]2[CH:25]=[CH:24][C:23]([Cl:26])=[CH:22][C:20]=2[N:21]=1.C(N(CC)C(C)C)(C)C. (5) Given the product [C:39]([C:2]1[N:7]=[C:6]([NH:8][CH2:9][C:10]2[CH:15]=[CH:14][C:13]([O:16][CH3:17])=[C:12]([Cl:18])[CH:11]=2)[C:5]([C:19]([C:21]2[CH:22]=[C:23]([O:31][CH3:32])[C:24]([O:29][CH3:30])=[C:25]([O:27][CH3:28])[CH:26]=2)=[O:20])=[CH:4][N:3]=1)#[N:40], predict the reactants needed to synthesize it. The reactants are: Cl[C:2]1[N:7]=[C:6]([NH:8][CH2:9][C:10]2[CH:15]=[CH:14][C:13]([O:16][CH3:17])=[C:12]([Cl:18])[CH:11]=2)[C:5]([C:19]([C:21]2[CH:26]=[C:25]([O:27][CH3:28])[C:24]([O:29][CH3:30])=[C:23]([O:31][CH3:32])[CH:22]=2)=[O:20])=[CH:4][N:3]=1.[C-]#N.[K+].OC1CC[NH:40][CH2:39]C1.O.